From a dataset of Reaction yield outcomes from USPTO patents with 853,638 reactions. Predict the reaction yield, written as a fraction of the theoretical maximum amount of product (1.0 means a 100% yield; for example, 0.34 means a 34% yield). (1) The reactants are [C:1]([O:5][C:6]([N:8]1[CH2:15][CH:14]2[CH:10]([CH2:11][CH2:12][CH2:13]2)[CH:9]1[C:16]([OH:18])=[O:17])=[O:7])([CH3:4])([CH3:3])[CH3:2].[CH3:19][C@@H:20]([NH2:27])[C:21]1[CH:26]=[CH:25][CH:24]=[CH:23][CH:22]=1. The catalyst is C(OCC)(=O)C. The product is [C:1]([O:5][C:6]([N:8]1[CH2:15][C@@H:14]2[CH2:13][CH2:12][CH2:11][C@@H:10]2[C@H:9]1[C:16]([O-:18])=[O:17])=[O:7])([CH3:4])([CH3:2])[CH3:3].[C:21]1([C@H:20]([NH3+:27])[CH3:19])[CH:26]=[CH:25][CH:24]=[CH:23][CH:22]=1. The yield is 0.430. (2) The reactants are Cl.[CH3:2][O:3][C:4](=[O:10])[C@@H:5]1[CH2:9][CH2:8][CH2:7][NH:6]1.[C:11]([O:15][C:16]([CH2:18][S:19][C:20]([CH3:32])([CH3:31])[C@H:21]([NH:25][C:26]([O:28][CH2:29][CH3:30])=[O:27])[C:22](O)=[O:23])=[O:17])([CH3:14])([CH3:13])[CH3:12]. No catalyst specified. The product is [CH3:2][O:3][C:4]([C@@H:5]1[CH2:9][CH2:8][CH2:7][N:6]1[C:22](=[O:23])[C@@H:21]([NH:25][C:26]([O:28][CH2:29][CH3:30])=[O:27])[C:20]([S:19][CH2:18][C:16]([O:15][C:11]([CH3:13])([CH3:14])[CH3:12])=[O:17])([CH3:31])[CH3:32])=[O:10]. The yield is 0.520. (3) The product is [F:1][C:2]1[CH:27]=[C:26]([N+:28]([O-:30])=[O:29])[CH:25]=[CH:24][C:3]=1[O:4][C:5]1[CH:10]=[CH:9][N:8]=[C:7]2[CH:11]=[C:12]([C:14]3[CH2:19][CH2:18][N:17]([C:20](=[O:23])[CH2:21][CH2:22][NH:35][CH2:34][CH2:33][O:32][CH3:31])[CH2:16][CH:15]=3)[S:13][C:6]=12. The catalyst is C1COCC1.C(Cl)Cl. The yield is 0.450. The reactants are [F:1][C:2]1[CH:27]=[C:26]([N+:28]([O-:30])=[O:29])[CH:25]=[CH:24][C:3]=1[O:4][C:5]1[CH:10]=[CH:9][N:8]=[C:7]2[CH:11]=[C:12]([C:14]3[CH2:19][CH2:18][N:17]([C:20](=[O:23])[CH:21]=[CH2:22])[CH2:16][CH:15]=3)[S:13][C:6]=12.[CH3:31][O:32][CH2:33][CH2:34][NH2:35].